Predict which catalyst facilitates the given reaction. From a dataset of Catalyst prediction with 721,799 reactions and 888 catalyst types from USPTO. (1) Reactant: [Br:1][C:2]1[C:10]2[O:9][C:8]([CH3:12])([CH3:11])[CH:7](O)[C:6]=2[C:5]([CH3:14])=[C:4]([NH:15][C:16](=[O:22])[O:17][C:18]([CH3:21])([CH3:20])[CH3:19])[C:3]=1[CH3:23].[CH3:24][NH:25][CH3:26]. Product: [Br:1][C:2]1[C:10]2[O:9][C:8]([CH3:12])([CH3:11])[CH:7]([N:25]([CH3:26])[CH3:24])[C:6]=2[C:5]([CH3:14])=[C:4]([NH:15][C:16](=[O:22])[O:17][C:18]([CH3:21])([CH3:20])[CH3:19])[C:3]=1[CH3:23]. The catalyst class is: 175. (2) Reactant: [CH:1]([C:4]1[C:8]([CH2:9][CH2:10][CH2:11][OH:12])=[CH:7][N:6]([C:13]2[CH:18]=[CH:17][C:16]([C:19]([F:22])([F:21])[F:20])=[CH:15][N:14]=2)[N:5]=1)([CH3:3])[CH3:2].O[C:24]1[N:28]([CH3:29])[N:27]=[CH:26][C:25]=1[CH2:30][C:31]([O:33]CC)=[O:32].C(P(CCCC)CCCC)CCC.N(C(N1CCCCC1)=O)=NC(N1CCCCC1)=O. Product: [CH:1]([C:4]1[C:8]([CH2:9][CH2:10][CH2:11][O:12][C:24]2[N:28]([CH3:29])[N:27]=[CH:26][C:25]=2[CH2:30][C:31]([OH:33])=[O:32])=[CH:7][N:6]([C:13]2[CH:18]=[CH:17][C:16]([C:19]([F:21])([F:20])[F:22])=[CH:15][N:14]=2)[N:5]=1)([CH3:3])[CH3:2]. The catalyst class is: 7. (3) Reactant: [NH2:1][C:2]1[N:7]=[CH:6][N:5]=[C:4]([NH:8][C@H:9]([C:11]2[N:16]([C:17]3[CH:22]=[CH:21][CH:20]=[CH:19][CH:18]=3)[C:15](=[O:23])[C:14]3=[C:24]([CH3:27])[CH:25]=[CH:26][N:13]3[N:12]=2)[CH3:10])[C:3]=1Br.[CH3:29][O:30][C:31]1[CH:36]=[CH:35][C:34]([S:37]([N:40]2[C:48]3[C:43](=[CH:44][CH:45]=[C:46](B4OC(C)(C)C(C)(C)O4)[CH:47]=3)[CH:42]=[N:41]2)(=[O:39])=[O:38])=[CH:33][CH:32]=1.C(=O)([O-])[O-].[Cs+].[Cs+]. Product: [NH2:1][C:2]1[N:7]=[CH:6][N:5]=[C:4]([NH:8][C@H:9]([C:11]2[N:16]([C:17]3[CH:22]=[CH:21][CH:20]=[CH:19][CH:18]=3)[C:15](=[O:23])[C:14]3=[C:24]([CH3:27])[CH:25]=[CH:26][N:13]3[N:12]=2)[CH3:10])[C:3]=1[C:46]1[CH:47]=[C:48]2[C:43]([CH:42]=[N:41][N:40]2[S:37]([C:34]2[CH:35]=[CH:36][C:31]([O:30][CH3:29])=[CH:32][CH:33]=2)(=[O:39])=[O:38])=[CH:44][CH:45]=1. The catalyst class is: 155.